From a dataset of Forward reaction prediction with 1.9M reactions from USPTO patents (1976-2016). Predict the product of the given reaction. (1) The product is: [Cl:44][C:11]1[S:10][C:9]([C:12]([NH:14][C@@H:15]([CH2:28][C:29]2[CH:34]=[CH:33][CH:32]=[C:31]([F:35])[CH:30]=2)[CH2:16][N:17]2[C:25](=[O:26])[C:24]3[C:19](=[CH:20][CH:21]=[CH:22][CH:23]=3)[C:18]2=[O:27])=[O:13])=[CH:8][C:7]=1[C:6]1[N:2]([CH3:1])[N:3]=[N:4][C:5]=1[CH3:36]. Given the reactants [CH3:1][N:2]1[C:6]([C:7]2[CH:8]=[C:9]([C:12]([NH:14][C@@H:15]([CH2:28][C:29]3[CH:34]=[CH:33][CH:32]=[C:31]([F:35])[CH:30]=3)[CH2:16][N:17]3[C:25](=[O:26])[C:24]4[C:19](=[CH:20][CH:21]=[CH:22][CH:23]=4)[C:18]3=[O:27])=[O:13])[S:10][CH:11]=2)=[C:5]([CH3:36])[N:4]=[N:3]1.C1C(=O)N([Cl:44])C(=O)C1.CCOC(C)=O, predict the reaction product. (2) Given the reactants [CH:1]1[CH:2]=[CH:3][C:4]2[NH:11][C:9](=[O:10])[CH:8]=[C:7]([CH2:12][CH:13]([NH:17][C:18]([C:20]3[CH:21]=[CH:22][C:23]([Cl:26])=[CH:24][CH:25]=3)=[O:19])[C:14]([OH:16])=[O:15])[C:5]=2[CH:6]=1.Cl[CH2:28][N:29]1[CH2:34][CH2:33][N:32]([CH3:35])[CH2:31][CH2:30]1, predict the reaction product. The product is: [Cl:26][C:23]1[CH:24]=[CH:25][C:20]([C:18]([NH:17][CH:13]([CH2:12][C:7]2[C:5]3[C:4](=[CH:3][CH:2]=[CH:1][CH:6]=3)[NH:11][C:9](=[O:10])[CH:8]=2)[C:14]([O:16][CH2:28][N:29]2[CH2:34][CH2:33][N:32]([CH3:35])[CH2:31][CH2:30]2)=[O:15])=[O:19])=[CH:21][CH:22]=1. (3) Given the reactants Cl.[N:2]1[CH:7]=[CH:6][C:5]([N:8]2[CH2:12][CH2:11][C:10]3([CH2:17][CH2:16][NH:15][CH2:14][CH2:13]3)[CH2:9]2)=[CH:4][CH:3]=1.CCN(C(C)C)C(C)C.[CH2:27]([O:29][C:30](=[O:52])[CH2:31][CH2:32][N:33]1[CH2:38][CH2:37][N:36]([C:39](OC2C=CC([N+]([O-])=O)=CC=2)=[O:40])[CH2:35][C:34]1=[O:51])[CH3:28], predict the reaction product. The product is: [O:51]=[C:34]1[CH2:35][N:36]([C:39]([N:15]2[CH2:16][CH2:17][C:10]3([CH2:9][N:8]([C:5]4[CH:4]=[CH:3][N:2]=[CH:7][CH:6]=4)[CH2:12][CH2:11]3)[CH2:13][CH2:14]2)=[O:40])[CH2:37][CH2:38][N:33]1[CH2:32][CH2:31][C:30]([O:29][CH2:27][CH3:28])=[O:52]. (4) Given the reactants Cl[C:2]1[N:7]=[CH:6][C:5]2[CH:8]=[C:9]([C:15]3[CH:16]=[N:17][N:18]([C:20]([O:22][C:23]([CH3:26])([CH3:25])[CH3:24])=[O:21])[CH:19]=3)[N:10]([S:11]([CH3:14])(=[O:13])=[O:12])[C:4]=2[CH:3]=1.C(=O)([O-])[O-].[Cs+].[Cs+].[NH2:33][C:34]1[CH:39]=[CH:38][C:37]([F:40])=[CH:36][N:35]=1.O, predict the reaction product. The product is: [F:40][C:37]1[CH:38]=[CH:39][C:34]([NH:33][C:2]2[N:7]=[CH:6][C:5]3[CH:8]=[C:9]([C:15]4[CH:16]=[N:17][N:18]([C:20]([O:22][C:23]([CH3:26])([CH3:25])[CH3:24])=[O:21])[CH:19]=4)[N:10]([S:11]([CH3:14])(=[O:13])=[O:12])[C:4]=3[CH:3]=2)=[N:35][CH:36]=1. (5) Given the reactants [NH2:1][C:2]1[C:7]([S:8]([CH2:10][CH2:11][C:12]([CH3:15])([OH:14])[CH3:13])=[O:9])=[CH:6][C:5](Br)=[CH:4][N:3]=1.[CH3:17][C:18]1([CH3:42])[CH2:27][CH2:26][C:25]2[N:24]=[CH:23][N:22]=[C:21]([N:28]3[CH2:34][C:33]4[CH:35]=[C:36](B(O)O)[CH:37]=[CH:38][C:32]=4[O:31][CH2:30][CH2:29]3)[C:20]=2[CH2:19]1, predict the reaction product. The product is: [NH2:1][C:2]1[C:7]([S:8]([CH2:10][CH2:11][C:12]([CH3:15])([OH:14])[CH3:13])=[O:9])=[CH:6][C:5]([C:36]2[CH:37]=[CH:38][C:32]3[O:31][CH2:30][CH2:29][N:28]([C:21]4[C:20]5[CH2:19][C:18]([CH3:17])([CH3:42])[CH2:27][CH2:26][C:25]=5[N:24]=[CH:23][N:22]=4)[CH2:34][C:33]=3[CH:35]=2)=[CH:4][N:3]=1. (6) Given the reactants Cl[C:2]1[N:7]=[C:6]([N:8]2[C@@H:12]([CH:13]([CH3:15])[CH3:14])[CH2:11][O:10][C:9]2=[O:16])[CH:5]=[CH:4][N:3]=1.CCN(C(C)C)C(C)C.Cl.[C:27]1([C:36]2[CH:41]=[CH:40][CH:39]=[CH:38][CH:37]=2)[CH:32]=[CH:31][C:30]([CH:33]([NH2:35])[CH3:34])=[CH:29][CH:28]=1, predict the reaction product. The product is: [C:27]1([C:36]2[CH:37]=[CH:38][CH:39]=[CH:40][CH:41]=2)[CH:28]=[CH:29][C:30]([C@H:33]([NH:35][C:2]2[N:7]=[C:6]([N:8]3[C@@H:12]([CH:13]([CH3:15])[CH3:14])[CH2:11][O:10][C:9]3=[O:16])[CH:5]=[CH:4][N:3]=2)[CH3:34])=[CH:31][CH:32]=1.[C:27]1([C:36]2[CH:37]=[CH:38][CH:39]=[CH:40][CH:41]=2)[CH:28]=[CH:29][C:30]([C@@H:33]([NH:35][C:2]2[N:7]=[C:6]([N:8]3[C@@H:12]([CH:13]([CH3:15])[CH3:14])[CH2:11][O:10][C:9]3=[O:16])[CH:5]=[CH:4][N:3]=2)[CH3:34])=[CH:31][CH:32]=1.